Dataset: Reaction yield outcomes from USPTO patents with 853,638 reactions. Task: Predict the reaction yield, written as a fraction of the theoretical maximum amount of product (1.0 means a 100% yield; for example, 0.34 means a 34% yield). (1) The reactants are C[C:2](C)(P(O)(O)=O)[C:3]#[N:4].[Li+].[Cl-].C1CCN2C(=NCCC2)CC1.[C:23]([O:27][C:28]([N:30]1[CH2:35][CH2:34][C:33]([CH:38]2[CH2:43][CH2:42][CH2:41][CH2:40][CH2:39]2)([CH:36]=O)[CH2:32][CH2:31]1)=[O:29])([CH3:26])([CH3:25])[CH3:24]. The catalyst is C(#N)C. The product is [C:23]([O:27][C:28]([N:30]1[CH2:35][CH2:34][C:33]([CH:36]=[CH:2][C:3]#[N:4])([CH:38]2[CH2:43][CH2:42][CH2:41][CH2:40][CH2:39]2)[CH2:32][CH2:31]1)=[O:29])([CH3:26])([CH3:25])[CH3:24]. The yield is 1.00. (2) The reactants are [CH3:1][O:2][C:3]([C:5]1[C:10](Br)=[C:9]([NH2:12])[N:8]=[C:7]([C:13]2[CH:18]=[CH:17][C:16]([Cl:19])=[C:15]([O:20][CH3:21])[C:14]=2[F:22])[N:6]=1)=[O:4].[CH3:23][Si:24]([CH3:41])([CH3:40])[C:25]#[C:26][Sn](CCCC)(CCCC)CCCC. The catalyst is ClCCCl.Cl[Pd](Cl)([P](C1C=CC=CC=1)(C1C=CC=CC=1)C1C=CC=CC=1)[P](C1C=CC=CC=1)(C1C=CC=CC=1)C1C=CC=CC=1. The product is [CH3:1][O:2][C:3]([C:5]1[C:10]([C:26]#[C:25][Si:24]([CH3:41])([CH3:40])[CH3:23])=[C:9]([NH2:12])[N:8]=[C:7]([C:13]2[CH:18]=[CH:17][C:16]([Cl:19])=[C:15]([O:20][CH3:21])[C:14]=2[F:22])[N:6]=1)=[O:4]. The yield is 0.790. (3) The reactants are [Cl:1][C:2]1[CH:7]=[CH:6][C:5]([C:8]2[CH:9]=[C:10]3[C:16]([C:17]([C:19]4[C:20]([F:33])=[C:21]([NH:26][S:27]([CH2:30][CH2:31][CH3:32])(=[O:29])=[O:28])[CH:22]=[CH:23][C:24]=4[F:25])=[O:18])=[CH:15][NH:14][C:11]3=[N:12][CH:13]=2)=[CH:4][CH:3]=1.C(N(CC)CC)C.Cl.[C:42](Cl)(=[O:49])[C:43]1[CH:48]=[CH:47][CH:46]=[N:45][CH:44]=1. The catalyst is C(Cl)(Cl)Cl. The product is [Cl:1][C:2]1[CH:7]=[CH:6][C:5]([C:8]2[CH:9]=[C:10]3[C:16]([C:17]([C:19]4[C:20]([F:33])=[C:21]([N:26]([S:27]([CH2:30][CH2:31][CH3:32])(=[O:28])=[O:29])[C:42](=[O:49])[C:43]5[CH:48]=[CH:47][CH:46]=[N:45][CH:44]=5)[CH:22]=[CH:23][C:24]=4[F:25])=[O:18])=[CH:15][NH:14][C:11]3=[N:12][CH:13]=2)=[CH:4][CH:3]=1. The yield is 0.289.